Dataset: Forward reaction prediction with 1.9M reactions from USPTO patents (1976-2016). Task: Predict the product of the given reaction. (1) Given the reactants [I-:1].[K+].I([O-])(=O)(=O)=O.[Na+].S(=O)(=O)(O)O.[Br:14][C:15]1[CH:22]=[CH:21][C:18]([CH:19]=[O:20])=[CH:17][CH:16]=1, predict the reaction product. The product is: [Br:14][C:15]1[CH:22]=[CH:21][C:18]([CH:19]=[O:20])=[CH:17][C:16]=1[I:1]. (2) Given the reactants [N:1]([CH:4]1[CH2:9][CH2:8][N:7]([S:10]([CH3:13])(=[O:12])=[O:11])[CH2:6][CH:5]1[OH:14])=[N+:2]=[N-:3].[H-].[Na+].[CH3:17]I, predict the reaction product. The product is: [N:1]([CH:4]1[CH2:9][CH2:8][N:7]([S:10]([CH3:13])(=[O:11])=[O:12])[CH2:6][CH:5]1[O:14][CH3:17])=[N+:2]=[N-:3].